This data is from Reaction yield outcomes from USPTO patents with 853,638 reactions. The task is: Predict the reaction yield, written as a fraction of the theoretical maximum amount of product (1.0 means a 100% yield; for example, 0.34 means a 34% yield). The reactants are [NH2:1][C:2]1[C:11]2[C:6](=[C:7](Br)[CH:8]=[CH:9][CH:10]=2)[N:5]=[N:4][C:3]=1[C:13]([NH:15][CH2:16][CH2:17][CH3:18])=[O:14].[F:19][C:20]1[CH:21]=[C:22](B(O)O)[CH:23]=[CH:24][C:25]=1[F:26]. No catalyst specified. The product is [NH2:1][C:2]1[C:11]2[C:6](=[C:7]([C:23]3[CH:22]=[CH:21][C:20]([F:19])=[C:25]([F:26])[CH:24]=3)[CH:8]=[CH:9][CH:10]=2)[N:5]=[N:4][C:3]=1[C:13]([NH:15][CH2:16][CH2:17][CH3:18])=[O:14]. The yield is 0.987.